The task is: Predict which catalyst facilitates the given reaction.. This data is from Catalyst prediction with 721,799 reactions and 888 catalyst types from USPTO. (1) Reactant: Cl[C:2]1[CH:7]=[C:6]([O:8][CH2:9][CH2:10][C@H:11]([CH:13]2[CH2:18][CH2:17][N:16]([C:19]3[O:23][N:22]=[C:21]([CH:24]([CH3:26])[CH3:25])[N:20]=3)[CH2:15][CH2:14]2)[CH3:12])[N:5]=[CH:4][N:3]=1.[C:27]([O:31][C:32](=[O:47])[NH:33][C@@H:34]1[C@@H:38]([C:39]2[CH:44]=[C:43]([F:45])[CH:42]=[CH:41][C:40]=2[F:46])[CH2:37][NH:36][CH2:35]1)([CH3:30])([CH3:29])[CH3:28].C(N(CC)CC)C. Product: [C:27]([O:31][C:32](=[O:47])[NH:33][C@@H:34]1[C@@H:38]([C:39]2[CH:44]=[C:43]([F:45])[CH:42]=[CH:41][C:40]=2[F:46])[CH2:37][N:36]([C:2]2[CH:7]=[C:6]([O:8][CH2:9][CH2:10][C@H:11]([CH:13]3[CH2:18][CH2:17][N:16]([C:19]4[O:23][N:22]=[C:21]([CH:24]([CH3:26])[CH3:25])[N:20]=4)[CH2:15][CH2:14]3)[CH3:12])[N:5]=[CH:4][N:3]=2)[CH2:35]1)([CH3:30])([CH3:28])[CH3:29]. The catalyst class is: 107. (2) Reactant: [C:1]([C:4]1[C:22](=[O:23])[C@@:8]2([CH3:24])[C:9]3[C:15]([OH:16])=[CH:14][C:13]([O:17][CH3:18])=[C:12]([C:19]([NH2:21])=[O:20])[C:10]=3[O:11][C:7]2=[CH:6][C:5]=1[OH:25])(=[O:3])[CH3:2].[Cl:26][C:27]1[CH:45]=[CH:44][CH:43]=[CH:42][C:28]=1[O:29][C:30]1[C:39]2[C:34](=[CH:35][CH:36]=[CH:37][CH:38]=2)[C:33]([CH:40]=O)=[CH:32][CH:31]=1.C([SiH](CC)CC)C.FC(F)(F)C(O)=O. Product: [C:1]([C:4]1[C:22](=[O:23])[C@@:8]2([CH3:24])[C:9]3[C:15]([OH:16])=[CH:14][C:13]([O:17][CH3:18])=[C:12]([C:19]([NH:21][CH2:40][C:33]4[C:34]5[C:39](=[CH:38][CH:37]=[CH:36][CH:35]=5)[C:30]([O:29][C:28]5[CH:42]=[CH:43][CH:44]=[CH:45][C:27]=5[Cl:26])=[CH:31][CH:32]=4)=[O:20])[C:10]=3[O:11][C:7]2=[CH:6][C:5]=1[OH:25])(=[O:3])[CH3:2]. The catalyst class is: 10. (3) Reactant: [F:1][C:2]1[CH:7]=[C:6]([I:8])[CH:5]=[CH:4][C:3]=1[N:9]1[C:14]2[N:15]([CH3:36])[C:16](=[O:35])[CH:17]=[C:18]([O:19][C:20]3[C:21]([CH3:34])=[C:22]([NH:26][C:27](=[O:33])[O:28][C:29]([CH3:32])([CH3:31])[CH3:30])[CH:23]=[CH:24][CH:25]=3)[C:13]=2[C:12](=[O:37])[N:11]([CH2:38][C:39]2[CH:44]=[CH:43][C:42]([O:45][CH3:46])=[CH:41][CH:40]=2)C1=O.[OH-].[Li+].ClCCl. Product: [F:1][C:2]1[CH:7]=[C:6]([I:8])[CH:5]=[CH:4][C:3]=1[NH:9][C:14]1[N:15]([CH3:36])[C:16](=[O:35])[CH:17]=[C:18]([O:19][C:20]2[C:21]([CH3:34])=[C:22]([NH:26][C:27](=[O:33])[O:28][C:29]([CH3:31])([CH3:32])[CH3:30])[CH:23]=[CH:24][CH:25]=2)[C:13]=1[C:12](=[O:37])[NH:11][CH2:38][C:39]1[CH:44]=[CH:43][C:42]([O:45][CH3:46])=[CH:41][CH:40]=1. The catalyst class is: 30. (4) Reactant: N1C=CN=C1.[Si:6](Cl)([C:9]([CH3:12])([CH3:11])[CH3:10])([CH3:8])[CH3:7].[OH:14][CH2:15][CH2:16][C:17]#[N:18]. Product: [Si:6]([O:14][CH2:15][CH2:16][C:17]#[N:18])([C:9]([CH3:12])([CH3:11])[CH3:10])([CH3:8])[CH3:7]. The catalyst class is: 3. (5) Reactant: C([Li])CCC.Br[C:7]1[CH:12]=[CH:11][C:10]([Br:13])=[CH:9][CH:8]=1.[CH3:14][C:15]([S:18]([N:20]=[C:21]1[CH2:24][O:23][CH2:22]1)=[O:19])([CH3:17])[CH3:16]. Product: [Br:13][C:10]1[CH:11]=[CH:12][C:7]([C:21]2([NH:20][S:18]([C:15]([CH3:17])([CH3:16])[CH3:14])=[O:19])[CH2:24][O:23][CH2:22]2)=[CH:8][CH:9]=1. The catalyst class is: 1. (6) Reactant: Br[C:2]1[C:3]([Cl:18])=[C:4]([NH:10][C:11](=[O:17])[O:12][C:13]([CH3:16])([CH3:15])[CH3:14])[CH:5]=[C:6]([C:8]#[N:9])[CH:7]=1.[CH3:19][N:20]1[CH2:25][CH2:24][N:23]2[CH2:26][CH2:27][NH:28][CH2:29][CH:22]2[C:21]1=[O:30].C1C=CC(P(C2C(C3C(P(C4C=CC=CC=4)C4C=CC=CC=4)=CC=C4C=3C=CC=C4)=C3C(C=CC=C3)=CC=2)C2C=CC=CC=2)=CC=1.C([O-])([O-])=O.[Cs+].[Cs+]. Product: [Cl:18][C:3]1[C:2]([N:28]2[CH2:27][CH2:26][N:23]3[CH2:24][CH2:25][N:20]([CH3:19])[C:21](=[O:30])[CH:22]3[CH2:29]2)=[CH:7][C:6]([C:8]#[N:9])=[CH:5][C:4]=1[NH:10][C:11](=[O:17])[O:12][C:13]([CH3:16])([CH3:15])[CH3:14]. The catalyst class is: 62. (7) Reactant: [C:1]([C:5](Cl)=[O:6])([CH3:4])([CH3:3])[CH3:2].[NH2:8][C:9]1[CH:10]=[C:11]([NH:27][S:28]([C:31]2[CH:36]=[CH:35][C:34]([NH:37][C:38](=[O:40])[CH3:39])=[CH:33][CH:32]=2)(=[O:30])=[O:29])[CH:12]=[CH:13][C:14]=1[NH:15][CH2:16][CH2:17][CH2:18][O:19][Si:20]([C:23]([CH3:26])([CH3:25])[CH3:24])([CH3:22])[CH3:21].CCN(CC)CC. Product: [C:38]([NH:37][C:34]1[CH:33]=[CH:32][C:31]([S:28]([NH:27][C:11]2[CH:12]=[CH:13][C:14]([NH:15][CH2:16][CH2:17][CH2:18][O:19][Si:20]([C:23]([CH3:26])([CH3:25])[CH3:24])([CH3:21])[CH3:22])=[C:9]([NH:8][C:5](=[O:6])[C:1]([CH3:4])([CH3:3])[CH3:2])[CH:10]=2)(=[O:29])=[O:30])=[CH:36][CH:35]=1)(=[O:40])[CH3:39]. The catalyst class is: 2. (8) Reactant: [N+:1]([C:4]1[CH:5]=[C:6]([C:10]2[CH:14]=[C:13]([CH2:15][CH2:16][CH:17]=O)[O:12][N:11]=2)[CH:7]=[CH:8][CH:9]=1)([O-:3])=[O:2].[C:19]1([N:25]2[CH2:30][CH2:29][NH:28][CH2:27][CH2:26]2)[CH:24]=[CH:23][CH:22]=[CH:21][CH:20]=1.[BH-](OC(C)=O)(OC(C)=O)OC(C)=O.[Na+]. Product: [N+:1]([C:4]1[CH:5]=[C:6]([C:10]2[CH:14]=[C:13]([CH2:15][CH2:16][CH2:17][N:28]3[CH2:29][CH2:30][N:25]([C:19]4[CH:24]=[CH:23][CH:22]=[CH:21][CH:20]=4)[CH2:26][CH2:27]3)[O:12][N:11]=2)[CH:7]=[CH:8][CH:9]=1)([O-:3])=[O:2]. The catalyst class is: 124. (9) Reactant: O=[C:2]1[CH2:7][CH2:6][N:5]([C:8]([O:10][C:11]([CH3:14])([CH3:13])[CH3:12])=[O:9])[CH2:4][CH2:3]1.C(O[BH-](OC(=O)C)OC(=O)C)(=O)C.[Na+].C(O)(=O)C.[NH2:33][C:34]1[CH:42]=[CH:41][C:37]([C:38]([NH2:40])=[O:39])=[CH:36][CH:35]=1.[OH-].[Na+]. Product: [NH2:40][C:38]([C:37]1[CH:41]=[CH:42][C:34]([NH:33][CH:2]2[CH2:7][CH2:6][N:5]([C:8]([O:10][C:11]([CH3:14])([CH3:13])[CH3:12])=[O:9])[CH2:4][CH2:3]2)=[CH:35][CH:36]=1)=[O:39]. The catalyst class is: 26.